Dataset: Full USPTO retrosynthesis dataset with 1.9M reactions from patents (1976-2016). Task: Predict the reactants needed to synthesize the given product. (1) Given the product [CH2:1]([O:5][C:6]1[CH:29]=[C:28]([O:30][CH2:31][CH:32]([CH3:34])[CH3:33])[CH:27]=[CH:26][C:7]=1[C:8]([C:10]1[CH:11]=[CH:12][C:13]([O:21][CH2:22][CH:23]([CH3:25])[CH3:24])=[C:14]([CH2:16][C:17]([OH:19])=[O:18])[CH:15]=1)=[O:9])[CH:2]([CH3:4])[CH3:3], predict the reactants needed to synthesize it. The reactants are: [CH2:1]([O:5][C:6]1[CH:29]=[C:28]([O:30][CH2:31][CH:32]([CH3:34])[CH3:33])[CH:27]=[CH:26][C:7]=1[C:8]([C:10]1[CH:11]=[CH:12][C:13]([O:21][CH2:22][CH:23]([CH3:25])[CH3:24])=[C:14]([CH2:16][C:17]([O:19]C)=[O:18])[CH:15]=1)=[O:9])[CH:2]([CH3:4])[CH3:3].[OH-].[Na+].C(Cl)(Cl)Cl.Cl. (2) Given the product [Br:1][C:2]1[CH:7]=[CH:6][C:5]([C:8]2([C:11]([C:13]3[CH:18]=[CH:17][CH:16]=[CH:15][CH:14]=3)=[O:21])[CH2:10][CH2:9]2)=[CH:4][CH:3]=1, predict the reactants needed to synthesize it. The reactants are: [Br:1][C:2]1[CH:7]=[CH:6][C:5]([C:8]2([C:11]#N)[CH2:10][CH2:9]2)=[CH:4][CH:3]=1.[C:13]1([Mg]Cl)[CH:18]=[CH:17][CH:16]=[CH:15][CH:14]=1.[O:21]1CCCC1.Cl. (3) Given the product [C:25]([O:29][C:30]([N:32]1[CH2:36][CH2:35][C@@H:34]([NH:37][C:20]([C:18]2[CH:17]=[CH:16][C:13]3[N:14]([CH3:15])[C:10]([NH:9][C:7]4[S:8][C:4]5[CH:3]=[C:2]([Cl:1])[CH:24]=[CH:23][C:5]=5[N:6]=4)=[N:11][C:12]=3[CH:19]=2)=[O:21])[CH2:33]1)=[O:31])([CH3:28])([CH3:26])[CH3:27], predict the reactants needed to synthesize it. The reactants are: [Cl:1][C:2]1[CH:24]=[CH:23][C:5]2[N:6]=[C:7]([NH:9][C:10]3[N:14]([CH3:15])[C:13]4[CH:16]=[CH:17][C:18]([C:20](O)=[O:21])=[CH:19][C:12]=4[N:11]=3)[S:8][C:4]=2[CH:3]=1.[C:25]([O:29][C:30]([N:32]1[CH2:36][CH2:35][C@@H:34]([NH2:37])[CH2:33]1)=[O:31])([CH3:28])([CH3:27])[CH3:26].CN(C(ON1N=NC2C=CC=CC1=2)=[N+](C)C)C.F[P-](F)(F)(F)(F)F.CCN(C(C)C)C(C)C. (4) The reactants are: Br[C:2]1[C:6]2[CH:7]=[C:8]([CH2:11][OH:12])[CH:9]=[CH:10][C:5]=2[S:4][CH:3]=1.[B:13]1([B:13]2[O:17][C:16]([CH3:19])([CH3:18])[C:15]([CH3:21])([CH3:20])[O:14]2)[O:17][C:16]([CH3:19])([CH3:18])[C:15]([CH3:21])([CH3:20])[O:14]1.CC([O-])=O.[K+]. Given the product [CH3:20][C:15]1([CH3:21])[C:16]([CH3:19])([CH3:18])[O:17][B:13]([C:2]2[C:6]3[CH:7]=[C:8]([CH2:11][OH:12])[CH:9]=[CH:10][C:5]=3[S:4][CH:3]=2)[O:14]1, predict the reactants needed to synthesize it.